Dataset: Choline transporter screen with 302,306 compounds. Task: Binary Classification. Given a drug SMILES string, predict its activity (active/inactive) in a high-throughput screening assay against a specified biological target. (1) The drug is s1c2n(c(c3ccccc3)c1)c(=O)cc(n2)CNCC=C. The result is 0 (inactive). (2) The drug is s1n(c(=S)c2c1C(N1c3c2cc(OC)cc3C(=O)C1=O)(C)C)c1c(OC)ccc(OC)c1. The result is 0 (inactive). (3) The compound is O(CCCNC(=O)c1cc2nc(c(nc2cc1)c1cc(OC)c(OC)cc1)c1cc(OC)c(OC)cc1)CC. The result is 0 (inactive). (4) The result is 0 (inactive). The compound is s1c(nc(c1)C)/N=C\c1ccc([N+]([O-])=O)cc1. (5) The molecule is Clc1cn(C(C(=O)N(CC)CC)C(=O)c2cc([N+]([O-])=O)ccc2)c(=O)cc1. The result is 0 (inactive).